This data is from Reaction yield outcomes from USPTO patents with 853,638 reactions. The task is: Predict the reaction yield, written as a fraction of the theoretical maximum amount of product (1.0 means a 100% yield; for example, 0.34 means a 34% yield). (1) The reactants are [CH2:1]([N:8]1[C:17](=[O:18])[C:16]2[C:11](=[CH:12][C:13]([Cl:19])=[CH:14][CH:15]=2)[N:10]=[C:9]1[CH:20]([NH:24][CH2:25][CH:26]([O:29][CH3:30])[O:27][CH3:28])[CH:21]([CH3:23])[CH3:22])[C:2]1[CH:7]=[CH:6][CH:5]=[CH:4][CH:3]=1.[C:31](Cl)(=[O:38])[C:32]1[CH:37]=[CH:36][CH:35]=[CH:34][CH:33]=1.C(N(CC)CC)C. The catalyst is C(Cl)Cl. The product is [CH2:1]([N:8]1[C:17](=[O:18])[C:16]2[C:11](=[CH:12][C:13]([Cl:19])=[CH:14][CH:15]=2)[N:10]=[C:9]1[CH:20]([N:24]([CH2:25][CH:26]([O:27][CH3:28])[O:29][CH3:30])[C:31](=[O:38])[C:32]1[CH:37]=[CH:36][CH:35]=[CH:34][CH:33]=1)[CH:21]([CH3:23])[CH3:22])[C:2]1[CH:7]=[CH:6][CH:5]=[CH:4][CH:3]=1. The yield is 0.540. (2) The reactants are C([N:8]1[C:12]([NH:13][C:14]2[CH:19]=[CH:18][C:17]([O:20][Si:21]([C:24]([CH3:27])([CH3:26])[CH3:25])([CH3:23])[CH3:22])=[CH:16][CH:15]=2)=[CH:11][CH:10]=[N:9]1)C1C=CC=CC=1.C(O)(=O)C.C([O-])=O.[NH4+].C(OCC)(=O)C. The catalyst is C(O)C.[OH-].[Pd+2].[OH-]. The product is [Si:21]([O:20][C:17]1[CH:18]=[CH:19][C:14]([NH:13][C:12]2[NH:8][N:9]=[CH:10][CH:11]=2)=[CH:15][CH:16]=1)([C:24]([CH3:27])([CH3:26])[CH3:25])([CH3:22])[CH3:23]. The yield is 0.740. (3) The product is [Cl:36][CH2:35][CH2:34][O:12][C:8]1[CH:7]=[C:6]2[C:11]([C:3]([C:1]#[N:2])=[C:4]([C:15]3[CH:20]=[CH:19][C:18]([NH:21][C:22]([CH:24]4[CH2:26][CH2:25]4)=[O:23])=[CH:17][CH:16]=3)[N:5]2[CH2:13][CH3:14])=[CH:10][CH:9]=1. The catalyst is CCC(C)=O.C(OCC)(=O)C. The reactants are [C:1]([C:3]1[C:11]2[C:6](=[CH:7][C:8]([OH:12])=[CH:9][CH:10]=2)[N:5]([CH2:13][CH3:14])[C:4]=1[C:15]1[CH:20]=[CH:19][C:18]([NH:21][C:22]([CH:24]2[CH2:26][CH2:25]2)=[O:23])=[CH:17][CH:16]=1)#[N:2].C([O-])([O-])=O.[K+].[K+].Br[CH2:34][CH2:35][Cl:36].O. The yield is 0.810. (4) The reactants are Cl[C:2]([O:4][CH2:5][C:6]1[CH:11]=[CH:10][C:9]([N+:12]([O-:14])=[O:13])=[CH:8][CH:7]=1)=[O:3].[NH:15]1[C:19]2[CH:20]=[CH:21][CH:22]=[CH:23][C:18]=2[N:17]=[N:16]1.CCN(CC)CC. The catalyst is C(Cl)Cl. The product is [N+:12]([C:9]1[CH:10]=[CH:11][C:6]([CH2:5][O:4][C:2]([C:23]2[C:18]3[N:17]=[N:16][NH:15][C:19]=3[CH:20]=[CH:21][CH:22]=2)=[O:3])=[CH:7][CH:8]=1)([O-:14])=[O:13]. The yield is 0.590. (5) The reactants are CS(O[CH2:6][C@@H:7]1[CH2:12][CH2:11][C@H:10]([C:13]([O:15][CH2:16][CH2:17][CH2:18][CH3:19])=[O:14])[CH2:9][CH2:8]1)(=O)=O.[N-:20]=[N+:21]=[N-:22].[Na+]. The catalyst is CN(C)C=O. The product is [N:20]([CH2:6][C@@H:7]1[CH2:12][CH2:11][C@H:10]([C:13]([O:15][CH2:16][CH2:17][CH2:18][CH3:19])=[O:14])[CH2:9][CH2:8]1)=[N+:21]=[N-:22]. The yield is 0.980. (6) The reactants are CC(OC([N:8]1[CH2:13][CH2:12][CH:11]([CH2:14][C:15]2[CH:16]=[C:17]([C:21]([NH:23][CH2:24][C:25]3[CH:26]=[CH:27][C:28]([F:52])=[C:29]([C:31]4[CH:36]=[CH:35][CH:34]=[C:33]([CH2:37][N:38]5[CH2:43][CH2:42][N:41](C(OC(C)(C)C)=O)[C@@H:40]([CH3:51])[CH2:39]5)[CH:32]=4)[CH:30]=3)=[O:22])[CH:18]=[CH:19][CH:20]=2)[CH2:10][CH2:9]1)=O)(C)C.[H-].[Na+].Br[CH2:56][CH:57]1[CH2:59][CH2:58]1. The catalyst is CN(C=O)C. The product is [CH:59]1([CH2:58][N:23]([CH2:24][C:25]2[CH:30]=[C:29]([C:31]3[CH:36]=[CH:35][CH:34]=[C:33]([CH2:37][N:38]4[CH2:43][CH2:42][NH:41][C@@H:40]([CH3:51])[CH2:39]4)[CH:32]=3)[C:28]([F:52])=[CH:27][CH:26]=2)[C:21](=[O:22])[C:17]2[CH:18]=[CH:19][CH:20]=[C:15]([CH2:14][CH:11]3[CH2:10][CH2:9][NH:8][CH2:13][CH2:12]3)[CH:16]=2)[CH2:57][CH2:56]1. The yield is 0.137. (7) The reactants are F[C:2]1[C:7]([C:8]2[N:16]=[C:15]([CH3:17])[N:14]=[C:13]3[C:9]=2[N:10]=[CH:11][N:12]3C2CCCCO2)=[CH:6][CH:5]=[CH:4][N:3]=1.[NH2:24][C:25]1[CH:26]=[C:27]([NH:32][S:33]([CH3:36])(=[O:35])=[O:34])[C:28]([Cl:31])=[N:29][CH:30]=1.[Li+].C[Si]([N-][Si](C)(C)C)(C)C. The catalyst is C1COCC1. The product is [Cl:31][C:28]1[C:27]([NH:32][S:33]([CH3:36])(=[O:35])=[O:34])=[CH:26][C:25]([NH:24][C:2]2[C:7]([C:8]3[N:16]=[C:15]([CH3:17])[N:14]=[C:13]4[C:9]=3[N:10]=[CH:11][NH:12]4)=[CH:6][CH:5]=[CH:4][N:3]=2)=[CH:30][N:29]=1. The yield is 0.110.